This data is from Peptide-MHC class I binding affinity with 185,985 pairs from IEDB/IMGT. The task is: Regression. Given a peptide amino acid sequence and an MHC pseudo amino acid sequence, predict their binding affinity value. This is MHC class I binding data. The peptide sequence is ICLSGEGWPY. The MHC is HLA-A24:02 with pseudo-sequence HLA-A24:02. The binding affinity (normalized) is 0.